This data is from CYP2C19 inhibition data for predicting drug metabolism from PubChem BioAssay. The task is: Regression/Classification. Given a drug SMILES string, predict its absorption, distribution, metabolism, or excretion properties. Task type varies by dataset: regression for continuous measurements (e.g., permeability, clearance, half-life) or binary classification for categorical outcomes (e.g., BBB penetration, CYP inhibition). Dataset: cyp2c19_veith. (1) The molecule is CN(C)C(=O)c1ccc(-n2nc(C(F)(F)F)c3c2CCCC3)cc1. The result is 0 (non-inhibitor). (2) The compound is CC(=O)OC[C@H]1O[C@@H](O/N=C(\C)CCN2CCc3nc(-c4ccccc4)c(-c4ccccc4)cc3C2)[C@H](OC(C)=O)[C@@H](OC(C)=O)[C@H]1OC(C)=O. The result is 0 (non-inhibitor). (3) The molecule is Cc1ccc(S(=O)(=O)O[C@H]2CN3CCC2CC3)cc1. The result is 0 (non-inhibitor). (4) The compound is O=c1c(-c2cccs2)nc2cnc(N3CCOCC3)nc2n1-c1ccccc1. The result is 0 (non-inhibitor). (5) The molecule is Clc1ccc2c(c1)C=Nc1c(NCc3ccccc3)ncnc1O2. The result is 0 (non-inhibitor). (6) The compound is COc1ccc(OC)c(Nc2nc(-c3sc(NC(=O)c4ccccc4)nc3C)cs2)c1. The result is 1 (inhibitor). (7) The result is 0 (non-inhibitor). The drug is O=C(O)Cc1cnc[nH]1. (8) The compound is CC(C)CN1CCCC2(CCN(C(=O)c3cc(C(F)(F)F)cc(C(F)(F)F)c3)CC2)C1. The result is 0 (non-inhibitor). (9) The compound is CCOC(=O)CC(=O)Nc1nnc(CC)s1. The result is 0 (non-inhibitor).